From a dataset of Full USPTO retrosynthesis dataset with 1.9M reactions from patents (1976-2016). Predict the reactants needed to synthesize the given product. (1) Given the product [CH3:21][C:2]1[CH:3]=[C:4]2[CH:10]=[CH:9][N:8]([Si:11]([CH:18]([CH3:20])[CH3:19])([CH:15]([CH3:17])[CH3:16])[CH:12]([CH3:14])[CH3:13])[C:5]2=[N:6][CH:7]=1, predict the reactants needed to synthesize it. The reactants are: Br[C:2]1[CH:3]=[C:4]2[CH:10]=[CH:9][N:8]([Si:11]([CH:18]([CH3:20])[CH3:19])([CH:15]([CH3:17])[CH3:16])[CH:12]([CH3:14])[CH3:13])[C:5]2=[N:6][CH:7]=1.[CH3:21][Mg]Br.C(O)(=O)CC(CC(O)=O)(C(O)=O)O. (2) Given the product [S:8]([OH:35])([O:11][N:12]1[C:18](=[O:19])[N:17]2[CH2:20][C@H:13]1[CH2:14][CH2:15][C@H:16]2[C:21]1[CH:25]=[C:24]([CH2:26][NH2:27])[O:23][N:22]=1)(=[O:10])=[O:9].[C:1]([OH:7])([C:3]([F:6])([F:5])[F:4])=[O:2], predict the reactants needed to synthesize it. The reactants are: [C:1]([OH:7])([C:3]([F:6])([F:5])[F:4])=[O:2].[S:8]([O-:35])([O:11][N:12]1[C:18](=[O:19])[N:17]2[CH2:20][C@H:13]1[CH2:14][CH2:15][C@H:16]2[C:21]1[CH:25]=[C:24]([CH2:26][NH:27]C(OC(C)(C)C)=O)[O:23][N:22]=1)(=[O:10])=[O:9].[Na+]. (3) Given the product [C:11]1([S:17]([C:2]2[C:3]([CH:8]=[O:9])=[N:4][CH:5]=[CH:6][CH:7]=2)(=[O:19])=[O:18])[CH:16]=[CH:15][CH:14]=[CH:13][CH:12]=1, predict the reactants needed to synthesize it. The reactants are: F[C:2]1[C:3]([CH:8]=[O:9])=[N:4][CH:5]=[CH:6][CH:7]=1.[Na+].[C:11]1([S:17]([O-:19])=[O:18])[CH:16]=[CH:15][CH:14]=[CH:13][CH:12]=1. (4) Given the product [N+:18]([C:17]1[C:12]2[N:11]=[C:3]([C:5]3[CH:10]=[CH:9][CH:8]=[CH:7][CH:6]=3)[CH2:2][O:21][C:13]=2[CH:14]=[CH:15][CH:16]=1)([O-:20])=[O:19], predict the reactants needed to synthesize it. The reactants are: Br[CH2:2][C:3]([C:5]1[CH:10]=[CH:9][CH:8]=[CH:7][CH:6]=1)=O.[NH2:11][C:12]1[C:17]([N+:18]([O-:20])=[O:19])=[CH:16][CH:15]=[CH:14][C:13]=1[OH:21].C([O-])([O-])=O.[K+].[K+].CCOC(C)=O. (5) Given the product [F:1][C:2]1[CH:25]=[CH:24][C:5]([CH2:6][N:7]2[CH2:8][CH2:9][N:10]([C:13]([C:15]3[CH:16]=[CH:17][CH:18]=[C:19]([C:21]([N:42]4[CH2:43][CH2:44][N:39]([C:33]5[CH:38]=[CH:37][CH:36]=[CH:35][CH:34]=5)[CH2:40][CH2:41]4)=[O:23])[N:20]=3)=[O:14])[CH2:11][CH2:12]2)=[CH:4][CH:3]=1, predict the reactants needed to synthesize it. The reactants are: [F:1][C:2]1[CH:25]=[CH:24][C:5]([CH2:6][N:7]2[CH2:12][CH2:11][N:10]([C:13]([C:15]3[N:20]=[C:19]([C:21]([OH:23])=O)[CH:18]=[CH:17][CH:16]=3)=[O:14])[CH2:9][CH2:8]2)=[CH:4][CH:3]=1.C(N(CC)CC)C.[C:33]1([N:39]2[CH2:44][CH2:43][NH:42][CH2:41][CH2:40]2)[CH:38]=[CH:37][CH:36]=[CH:35][CH:34]=1.CN(C(ON1N=NC2C=CC=NC1=2)=[N+](C)C)C.F[P-](F)(F)(F)(F)F. (6) Given the product [NH3:8].[C:11]([N:15]1[CH2:20][CH2:19][N:18]([C:2]2[CH:7]=[CH:6][C:5]([N+:8]([O-:10])=[O:9])=[CH:4][CH:3]=2)[CH2:17][CH2:16]1)([CH3:14])([CH3:13])[CH3:12], predict the reactants needed to synthesize it. The reactants are: F[C:2]1[CH:7]=[CH:6][C:5]([N+:8]([O-:10])=[O:9])=[CH:4][CH:3]=1.[C:11]([N:15]1[CH2:20][CH2:19][NH:18][CH2:17][CH2:16]1)([CH3:14])([CH3:13])[CH3:12].C([O-])([O-])=O.[K+].[K+]. (7) Given the product [CH2:8]([O:7][C:1]([C:2]1[O:31][C:30]([NH2:32])=[N:29][C:3]=1[CH3:5])=[O:6])[CH3:9], predict the reactants needed to synthesize it. The reactants are: [C:1]([O:7][CH2:8][CH3:9])(=[O:6])[CH2:2][C:3]([CH3:5])=O.OC1C(OS(C2C=CC(C)=CC=2)(=O)=O)=C(I)C=CC=1.[NH2:29][C:30]([NH2:32])=[O:31]. (8) The reactants are: [Br:1][C:2]1[CH:3]=[C:4]2[C:9](=[CH:10][CH:11]=1)[N:8]=[C:7]([O:12][CH3:13])[C:6]1[C:14](=[O:21])[C:15]3[C:20]([C:5]2=1)=[CH:19][CH:18]=[CH:17][CH:16]=3.[CH3:22][Mg]I. Given the product [Br:1][C:2]1[CH:3]=[C:4]2[C:9](=[CH:10][CH:11]=1)[N:8]=[C:7]([O:12][CH3:13])[C:6]1[C:14]([CH3:22])([OH:21])[C:15]3[C:20]([C:5]2=1)=[CH:19][CH:18]=[CH:17][CH:16]=3, predict the reactants needed to synthesize it. (9) The reactants are: C([O:5][C:6]([CH:8]1[CH2:13][CH2:12][N:11]([C:14]2[C:19]([C:20]#[N:21])=[CH:18][C:17]([C:22](=[O:26])[CH2:23][CH2:24][CH3:25])=[C:16]([O:27][CH3:28])[N:15]=2)[CH2:10][CH2:9]1)=[O:7])(C)(C)C. Given the product [C:22]([C:17]1[CH:18]=[C:19]([C:20]#[N:21])[C:14]([N:11]2[CH2:12][CH2:13][CH:8]([C:6]([OH:7])=[O:5])[CH2:9][CH2:10]2)=[N:15][C:16]=1[O:27][CH3:28])(=[O:26])[CH2:23][CH2:24][CH3:25], predict the reactants needed to synthesize it.